Dataset: Reaction yield outcomes from USPTO patents with 853,638 reactions. Task: Predict the reaction yield, written as a fraction of the theoretical maximum amount of product (1.0 means a 100% yield; for example, 0.34 means a 34% yield). The reactants are [NH2:1][C:2]1[N:3]([CH3:22])[C:4](=[O:21])[C:5]2[C:10]([C:11]3[C:16]([CH3:17])=[CH:15][C:14]([CH3:18])=[CH:13][C:12]=3[CH3:19])=[CH:9][N:8]([CH3:20])[C:6]=2[N:7]=1.CN(C)C=O.[H-].[Na+].[CH2:30](I)[CH2:31][CH2:32][CH3:33]. The catalyst is O. The product is [CH2:30]([N:1]([CH2:4][CH2:5][CH2:10][CH3:9])[C:2]1[N:3]([CH3:22])[C:4](=[O:21])[C:5]2[C:10]([C:11]3[C:16]([CH3:17])=[CH:15][C:14]([CH3:18])=[CH:13][C:12]=3[CH3:19])=[CH:9][N:8]([CH3:20])[C:6]=2[N:7]=1)[CH2:31][CH2:32][CH3:33]. The yield is 0.620.